Dataset: Full USPTO retrosynthesis dataset with 1.9M reactions from patents (1976-2016). Task: Predict the reactants needed to synthesize the given product. (1) Given the product [OH:12][CH2:11][C@@H:7]1[N:3]2[CH2:4][CH2:5][N:6]([C:18]([O:17][C:14]([CH3:16])([CH3:15])[CH3:13])=[O:19])[CH2:1][C@@H:2]2[CH2:10][CH2:9][CH2:8]1, predict the reactants needed to synthesize it. The reactants are: [CH2:1]1[NH:6][CH2:5][CH2:4][N:3]2[C@@H:7]([CH2:11][OH:12])[CH2:8][CH2:9][CH2:10][C@@H:2]12.[CH3:13][C:14]([O:17][C:18](O[C:18]([O:17][C:14]([CH3:16])([CH3:15])[CH3:13])=[O:19])=[O:19])([CH3:16])[CH3:15].C([O-])(O)=O.[Na+]. (2) Given the product [NH2:33][C:28]1[C:27]2[C:51](=[CH:41][C:24]([CH3:32])=[CH:25][C:26]=2[O:34][CH:35]2[CH2:36][CH2:37][N:38]([C:10]3[N:9]=[C:8]([O:16][C@H:17]([CH3:21])[CH2:18][O:19][CH3:20])[N:7]=[C:6]([C:4]([NH:3][CH2:1][CH3:2])=[O:5])[CH:11]=3)[CH2:39][CH2:40]2)[N:49]([CH3:50])[N:29]=1, predict the reactants needed to synthesize it. The reactants are: [CH2:1]([NH:3][C:4]([C:6]1[CH:11]=[C:10](S(C)(=O)=O)[N:9]=[C:8]([O:16][C@H:17]([CH3:21])[CH2:18][O:19][CH3:20])[N:7]=1)=[O:5])[CH3:2].CO[C:24]1[CH:32]=C2[C:27]([C:28]([NH2:33])=[N:29]N2)=[C:26]([O:34][CH:35]2[CH2:40][CH2:39][NH:38][CH2:37][CH2:36]2)[CH:25]=1.[C:41]([O-])([O-])=O.[K+].[K+].O.C[N:49]([CH:51]=O)[CH3:50]. (3) Given the product [Br:1][C:2]1[N:7]=[C:6]([N:8]2[CH2:14][CH2:13][CH2:12][CH:11]([NH:15][CH2:16][CH2:17][CH2:18][OH:25])[CH2:10][CH2:9]2)[CH:5]=[CH:4][CH:3]=1, predict the reactants needed to synthesize it. The reactants are: [Br:1][C:2]1[N:7]=[C:6]([N:8]2[CH2:14][CH2:13][CH2:12][CH:11]([NH:15][CH2:16][CH2:17][CH2:18]CO)[CH2:10][CH2:9]2)[CH:5]=[CH:4][CH:3]=1.NCCC[OH:25]. (4) Given the product [CH3:11][O:12][C:13]1[CH:14]=[CH:15][C:16]([CH2:17][S:18]([C:21]2[C:22](=[O:23])[O:10][C:4]3[C:5]([CH:6]=2)=[CH:8][CH:9]=[C:2]([OH:1])[CH:3]=3)(=[O:19])=[O:20])=[CH:25][CH:26]=1, predict the reactants needed to synthesize it. The reactants are: [OH:1][C:2]1[CH:3]=[C:4]([OH:10])[C:5](=[CH:8][CH:9]=1)[CH:6]=O.[CH3:11][O:12][C:13]1[CH:26]=[CH:25][C:16]([CH2:17][S:18]([CH2:21][C:22](O)=[O:23])(=[O:20])=[O:19])=[CH:15][CH:14]=1.